This data is from Catalyst prediction with 721,799 reactions and 888 catalyst types from USPTO. The task is: Predict which catalyst facilitates the given reaction. (1) Reactant: [NH2:1][C:2]1[C:7]([C:8]2[CH:9]=[C:10]([NH:17][S:18]([C:21]3[CH:26]=[CH:25][C:24]([O:27]C)=[CH:23][CH:22]=3)(=[O:20])=[O:19])[C:11]([NH:14][CH2:15][CH3:16])=[N:12][CH:13]=2)=[C:6]([NH:29][C@H:30]([C:32]2[N:37]([C:38]3[CH:43]=[CH:42][CH:41]=[CH:40][CH:39]=3)[C:36](=[O:44])[C:35]3=[C:45]([CH3:48])[CH:46]=[CH:47][N:34]3[N:33]=2)[CH3:31])[N:5]=[CH:4][N:3]=1.B(Br)(Br)Br. Product: [NH2:1][C:2]1[C:7]([C:8]2[CH:9]=[C:10]([NH:17][S:18]([C:21]3[CH:26]=[CH:25][C:24]([OH:27])=[CH:23][CH:22]=3)(=[O:20])=[O:19])[C:11]([NH:14][CH2:15][CH3:16])=[N:12][CH:13]=2)=[C:6]([NH:29][C@H:30]([C:32]2[N:37]([C:38]3[CH:43]=[CH:42][CH:41]=[CH:40][CH:39]=3)[C:36](=[O:44])[C:35]3=[C:45]([CH3:48])[CH:46]=[CH:47][N:34]3[N:33]=2)[CH3:31])[N:5]=[CH:4][N:3]=1. The catalyst class is: 4. (2) The catalyst class is: 2. Product: [F:37][C:38]([F:51])([F:50])[S:39]([O:28][C:25]1[CH:26]=[CH:27][C:22]([C:19]2[CH:18]=[CH:17][C:16]([O:15][CH2:14][CH:11]3[CH2:12][CH2:13][N:8]([CH2:7][C:3]4([C:2]([F:29])([F:1])[F:30])[CH2:6][CH2:5][CH2:4]4)[CH2:9][CH2:10]3)=[CH:21][CH:20]=2)=[CH:23][CH:24]=1)(=[O:41])=[O:40]. Reactant: [F:1][C:2]([F:30])([F:29])[C:3]1([CH2:7][N:8]2[CH2:13][CH2:12][CH:11]([CH2:14][O:15][C:16]3[CH:21]=[CH:20][C:19]([C:22]4[CH:27]=[CH:26][C:25]([OH:28])=[CH:24][CH:23]=4)=[CH:18][CH:17]=3)[CH2:10][CH2:9]2)[CH2:6][CH2:5][CH2:4]1.N1C=CC=CC=1.[F:37][C:38]([F:51])([F:50])[S:39](O[S:39]([C:38]([F:51])([F:50])[F:37])(=[O:41])=[O:40])(=[O:41])=[O:40].O. (3) The catalyst class is: 87. Reactant: [CH3:1][O:2][C:3]1[CH:12]=[C:11]([NH:13][C:14](=[O:43])[C:15]2[CH:20]=[CH:19][CH:18]=[C:17]([C:21]3[CH:22]=[C:23]([NH:30][C:31]4[CH:36]=[CH:35][CH:34]=[C:33]([N:37]5[CH2:41][CH2:40][CH2:39][CH:38]5[CH3:42])[N:32]=4)[C:24]4[N:25]([N:27]=[CH:28][N:29]=4)[CH:26]=3)[CH:16]=2)[CH:10]=[CH:9][C:4]=1[C:5]([O:7]C)=[O:6].[OH-].[Na+].[ClH:46]. Product: [ClH:46].[CH3:1][O:2][C:3]1[CH:12]=[C:11]([NH:13][C:14](=[O:43])[C:15]2[CH:20]=[CH:19][CH:18]=[C:17]([C:21]3[CH:22]=[C:23]([NH:30][C:31]4[CH:36]=[CH:35][CH:34]=[C:33]([N:37]5[CH2:41][CH2:40][CH2:39][CH:38]5[CH3:42])[N:32]=4)[C:24]4[N:25]([N:27]=[CH:28][N:29]=4)[CH:26]=3)[CH:16]=2)[CH:10]=[CH:9][C:4]=1[C:5]([OH:7])=[O:6]. (4) Reactant: [CH2:1]([O:8][CH2:9][C@@H:10]([CH2:21][N:22]1[CH:30]=[N:29][C:28]2[C:23]1=[N:24][C:25]([NH2:32])=[N:26][C:27]=2Cl)[C@H:11]([O:13][Si](C(C)(C)C)(C)C)[CH3:12])[C:2]1[CH:7]=[CH:6][CH:5]=[CH:4][CH:3]=1.C(O)(C(F)(F)F)=[O:34]. Product: [CH2:1]([O:8][CH2:9][C@@H:10]([CH2:21][N:22]1[CH:30]=[N:29][C:28]2[C:27](=[O:34])[NH:26][C:25]([NH2:32])=[N:24][C:23]1=2)[C@H:11]([OH:13])[CH3:12])[C:2]1[CH:7]=[CH:6][CH:5]=[CH:4][CH:3]=1. The catalyst class is: 6. (5) Reactant: [NH2:1][C:2]1[CH:3]=[C:4]2[C:8](=[CH:9][C:10]=1[CH2:11][O:12][C:13](=[O:15])[CH3:14])[N:7]([C:16]([C:29]1[CH:34]=[CH:33][CH:32]=[CH:31][CH:30]=1)([C:23]1[CH:28]=[CH:27][CH:26]=[CH:25][CH:24]=1)[C:17]1[CH:22]=[CH:21][CH:20]=[CH:19][CH:18]=1)[N:6]=[C:5]2[Br:35].[C:36]([O:40][C:41]([N:43]1[CH2:47][CH2:46][CH:45]([C:48](O)=[O:49])[CH2:44]1)=[O:42])([CH3:39])([CH3:38])[CH3:37].CN(C(ON1N=NC2C=CC=NC1=2)=[N+](C)C)C.F[P-](F)(F)(F)(F)F.C(N(CC)CC)C. Product: [C:36]([O:40][C:41]([N:43]1[CH2:47][CH2:46][CH:45]([C:48](=[O:49])[NH:1][C:2]2[CH:3]=[C:4]3[C:8](=[CH:9][C:10]=2[CH2:11][O:12][C:13](=[O:15])[CH3:14])[N:7]([C:16]([C:17]2[CH:22]=[CH:21][CH:20]=[CH:19][CH:18]=2)([C:23]2[CH:24]=[CH:25][CH:26]=[CH:27][CH:28]=2)[C:29]2[CH:34]=[CH:33][CH:32]=[CH:31][CH:30]=2)[N:6]=[C:5]3[Br:35])[CH2:44]1)=[O:42])([CH3:39])([CH3:38])[CH3:37]. The catalyst class is: 85. (6) Reactant: [CH2:1]([O:3][C:4]([C:6]1[C:11]([C:12]2[CH:17]=[CH:16][C:15]([O:18][C:19]3[CH:24]=[CH:23][CH:22]=[CH:21][CH:20]=3)=[CH:14][CH:13]=2)=[CH:10][C:9]([C:25]2[CH2:30][CH2:29][N:28]([C:31]([O:33][C:34]([CH3:37])([CH3:36])[CH3:35])=[O:32])[CH2:27][CH:26]=2)=[CH:8][CH:7]=1)=[O:5])[CH3:2]. Product: [CH2:1]([O:3][C:4]([C:6]1[C:11]([C:12]2[CH:13]=[CH:14][C:15]([O:18][C:19]3[CH:24]=[CH:23][CH:22]=[CH:21][CH:20]=3)=[CH:16][CH:17]=2)=[CH:10][C:9]([CH:25]2[CH2:30][CH2:29][N:28]([C:31]([O:33][C:34]([CH3:35])([CH3:37])[CH3:36])=[O:32])[CH2:27][CH2:26]2)=[CH:8][CH:7]=1)=[O:5])[CH3:2]. The catalyst class is: 19. (7) Reactant: [CH2:1]([O:8][C:9]([C:11]1[C:19]2[C:14](=[CH:15][CH:16]=[CH:17][CH:18]=2)[NH:13][CH:12]=1)=[O:10])[C:2]1[CH:7]=[CH:6][CH:5]=[CH:4][CH:3]=1.[H-].[Na+].ClS([N:26]=[C:27]=[O:28])(=O)=O.C(O)(=O)C. Product: [CH2:1]([O:8][C:9]([C:11]1[C:19]2[C:14](=[CH:15][CH:16]=[CH:17][CH:18]=2)[N:13]([C:27](=[O:28])[NH2:26])[CH:12]=1)=[O:10])[C:2]1[CH:7]=[CH:6][CH:5]=[CH:4][CH:3]=1. The catalyst class is: 87. (8) Reactant: Br[C:2]1[C:6]2[O:7][C:8]([N:12]3[CH2:17][CH2:16][O:15][CH2:14][CH2:13]3)=[CH:9][C:10](=[O:11])[C:5]=2[S:4][CH:3]=1.C(=O)([O-])[O-].[Cs+].[Cs+].O=C1CCCCC1C(OCC)=O.[NH:36]1[CH2:41][CH2:40][CH2:39][CH2:38][CH2:37]1. Product: [O:15]1[CH2:16][CH2:17][N:12]([C:8]2[O:7][C:6]3[C:2]([N:36]4[CH2:41][CH2:40][CH2:39][CH2:38][CH2:37]4)=[CH:3][S:4][C:5]=3[C:10](=[O:11])[CH:9]=2)[CH2:13][CH2:14]1. The catalyst class is: 205.